Dataset: NCI-60 drug combinations with 297,098 pairs across 59 cell lines. Task: Regression. Given two drug SMILES strings and cell line genomic features, predict the synergy score measuring deviation from expected non-interaction effect. Drug 1: CCC(=C(C1=CC=CC=C1)C2=CC=C(C=C2)OCCN(C)C)C3=CC=CC=C3.C(C(=O)O)C(CC(=O)O)(C(=O)O)O. Drug 2: N.N.Cl[Pt+2]Cl. Cell line: 786-0. Synergy scores: CSS=38.2, Synergy_ZIP=-2.61, Synergy_Bliss=-0.345, Synergy_Loewe=0.213, Synergy_HSA=0.243.